This data is from Full USPTO retrosynthesis dataset with 1.9M reactions from patents (1976-2016). The task is: Predict the reactants needed to synthesize the given product. (1) Given the product [Cl:1][C:2]1[CH:7]=[C:6]([Cl:8])[CH:5]=[CH:4][C:3]=1[C:9]1[C:13]([C:14]2[CH:19]=[CH:18][N:17]=[C:16]([NH:29][C:28]3[CH:30]=[C:31]([O:35][CH3:36])[C:32]([O:33][CH3:34])=[C:26]([O:25][CH3:24])[CH:27]=3)[N:15]=2)=[CH:12][NH:11][N:10]=1, predict the reactants needed to synthesize it. The reactants are: [Cl:1][C:2]1[CH:7]=[C:6]([Cl:8])[CH:5]=[CH:4][C:3]=1[C:9]1[C:13]([C:14]2[CH:19]=[CH:18][N:17]=[C:16](S(C)(=O)=O)[N:15]=2)=[CH:12][NH:11][N:10]=1.[CH3:24][O:25][C:26]1[CH:27]=[C:28]([CH:30]=[C:31]([O:35][CH3:36])[C:32]=1[O:33][CH3:34])[NH2:29]. (2) Given the product [CH3:37][O:36][C:33]1[CH:34]=[CH:35][C:30]([CH2:29][N:16]2[C:15](=[O:20])[C:14]([C:9]3[CH:10]=[CH:11][CH:12]=[CH:13][C:8]=3[O:7][CH3:6])([CH3:21])[NH:18][C:17]2=[O:19])=[CH:31][CH:32]=1, predict the reactants needed to synthesize it. The reactants are: CN(C=O)C.[CH3:6][O:7][C:8]1[CH:13]=[CH:12][CH:11]=[CH:10][C:9]=1[C:14]1([CH3:21])[NH:18][C:17](=[O:19])[NH:16][C:15]1=[O:20].C([O-])([O-])=O.[K+].[K+].Br[CH2:29][C:30]1[CH:35]=[CH:34][C:33]([O:36][CH3:37])=[CH:32][CH:31]=1. (3) Given the product [NH2:17][C:13]1[N:14]([CH3:16])[O:15][C:11]2([C:4]3[C:5](=[CH:6][CH:7]=[C:2]([C:30]4[CH:31]=[C:26]([CH:27]=[CH:28][CH:29]=4)[C:24]#[N:25])[CH:3]=3)[O:8][CH:9]([C:18]3[CH:23]=[CH:22][N:21]=[CH:20][CH:19]=3)[CH2:10]2)[N:12]=1, predict the reactants needed to synthesize it. The reactants are: Br[C:2]1[CH:3]=[C:4]2[C:11]3([O:15][N:14]([CH3:16])[C:13]([NH2:17])=[N:12]3)[CH2:10][CH:9]([C:18]3[CH:23]=[CH:22][N:21]=[CH:20][CH:19]=3)[O:8][C:5]2=[CH:6][CH:7]=1.[C:24]([C:26]1[CH:27]=[C:28](B(O)O)[CH:29]=[CH:30][CH:31]=1)#[N:25].